Dataset: CYP2D6 substrate classification data from Carbon-Mangels et al.. Task: Regression/Classification. Given a drug SMILES string, predict its absorption, distribution, metabolism, or excretion properties. Task type varies by dataset: regression for continuous measurements (e.g., permeability, clearance, half-life) or binary classification for categorical outcomes (e.g., BBB penetration, CYP inhibition). Dataset: cyp2d6_substrate_carbonmangels. (1) The compound is CN(C/C=C/C#CC(C)(C)C)Cc1cccc2ccccc12. The result is 0 (non-substrate). (2) The drug is CCOC(=O)C1=C(C)NC(C)=C(C(=O)OC)[C@@H]1c1cccc(Cl)c1Cl. The result is 0 (non-substrate). (3) The drug is FCOC(C(F)(F)F)C(F)(F)F. The result is 0 (non-substrate). (4) The compound is N=C(N)N1CCc2ccccc2C1. The result is 1 (substrate). (5) The drug is O=[P@]1(NCCCl)OCCCN1CCCl. The result is 0 (non-substrate). (6) The drug is COC(=O)Nc1nc2cc(C(=O)c3ccccc3)ccc2[nH]1. The result is 0 (non-substrate).